This data is from Reaction yield outcomes from USPTO patents with 853,638 reactions. The task is: Predict the reaction yield, written as a fraction of the theoretical maximum amount of product (1.0 means a 100% yield; for example, 0.34 means a 34% yield). (1) The reactants are [CH:1]([S:5][C:6]1[CH:11]=[CH:10][CH:9]=[C:8]([CH2:12]Cl)[N:7]=1)([CH2:3][CH3:4])[CH3:2].C([O:16][C:17](=[O:29])[CH2:18][CH2:19][C:20]1[CH:25]=[C:24]([F:26])[C:23]([OH:27])=[C:22]([F:28])[CH:21]=1)C. No catalyst specified. The product is [CH:1]([S:5][C:6]1[N:7]=[C:8]([CH2:12][O:27][C:23]2[C:22]([F:28])=[CH:21][C:20]([CH2:19][CH2:18][C:17]([OH:29])=[O:16])=[CH:25][C:24]=2[F:26])[CH:9]=[CH:10][CH:11]=1)([CH2:3][CH3:4])[CH3:2]. The yield is 0.650. (2) The reactants are [C:1]1([N:7]2[C:11]([NH:12][C:13](=[O:21])OC3C=CC=CC=3)=[CH:10][C:9]([C:22]([F:25])([F:24])[F:23])=[N:8]2)[CH:6]=[CH:5][CH:4]=[CH:3][CH:2]=1.[CH3:26][O:27][C:28]1[CH:29]=[C:30]2[C:35](=[CH:36][C:37]=1[O:38][CH3:39])[N:34]=[CH:33][N:32]=[C:31]2[O:40][C:41]1[CH:42]=[C:43]([CH:45]=[CH:46][CH:47]=1)[NH2:44].C(N(CC)C(C)C)(C)C. The catalyst is C1COCC1. The product is [CH3:26][O:27][C:28]1[CH:29]=[C:30]2[C:35](=[CH:36][C:37]=1[O:38][CH3:39])[N:34]=[CH:33][N:32]=[C:31]2[O:40][C:41]1[CH:42]=[C:43]([NH:44][C:13]([NH:12][C:11]2[N:7]([C:1]3[CH:2]=[CH:3][CH:4]=[CH:5][CH:6]=3)[N:8]=[C:9]([C:22]([F:23])([F:24])[F:25])[CH:10]=2)=[O:21])[CH:45]=[CH:46][CH:47]=1. The yield is 0.530. (3) The reactants are [ClH:1].[CH2:2]([C:4]1[CH:5]=[CH:6][C:7]([CH2:10][CH2:11][O:12][C:13]2[CH:26]=[CH:25][C:16]([CH2:17][C@H:18]3[S:22][C:21](=[O:23])[NH:20][C:19]3=[O:24])=[CH:15][CH:14]=2)=[N:8][CH:9]=1)[CH3:3]. The catalyst is CO. The product is [ClH:1].[CH2:2]([C:4]1[CH:5]=[CH:6][C:7]([CH2:10][CH2:11][O:12][C:13]2[CH:26]=[CH:25][C:16]([CH2:17][C@H:18]3[S:22][C:21](=[O:23])[NH:20][C:19]3=[O:24])=[CH:15][CH:14]=2)=[N:8][CH:9]=1)[CH3:3]. The yield is 1.00. (4) The reactants are [C:1]([C:4]1[C:13]2[C:8](=[CH:9][CH:10]=[CH:11][CH:12]=2)[CH:7]=[C:6](OS(O)(=O)=O)[C:5]=1[C:19](F)(F)F)(=[O:3])[CH3:2].[CH:23]1[C:36]2[CH:35]=C(B(O)O)[C:33]3[C:28](=[CH:29][CH:30]=[CH:31][CH:32]=3)[C:27]=2[CH:26]=[CH:25][CH:24]=1.C(=O)([O-])[O-].[Na+].[Na+]. The catalyst is [Pd].C1(P(C2C=CC=CC=2)C2C=CC=CC=2)C=CC=CC=1.C1(P(C2C=CC=CC=2)C2C=CC=CC=2)C=CC=CC=1.C1(P(C2C=CC=CC=2)C2C=CC=CC=2)C=CC=CC=1.C1(P(C2C=CC=CC=2)C2C=CC=CC=2)C=CC=CC=1.COCCOC. The product is [C:1]([C:4]1[C:13]2[C:8](=[CH:9][CH:10]=[CH:11][CH:12]=2)[CH:7]=[CH:6][C:5]=1[C:19]1[C:29]2[C:28]([C:27]3[CH:26]=[CH:25][CH:24]=[CH:23][C:36]=3[CH:35]=1)=[CH:33][CH:32]=[CH:31][CH:30]=2)(=[O:3])[CH3:2]. The yield is 0.680. (5) The product is [Cl:12][C:13]1[C:21]([S:22]([CH3:1])(=[O:24])=[O:23])=[CH:20][C:16]([C:17]([OH:19])=[O:18])=[C:15]([O:26][CH2:27][CH3:28])[CH:14]=1. The yield is 0.890. The reactants are [C:1](=O)(O)[O-].[Na+].S([O-])([O-])=O.[Na+].[Na+].[Cl:12][C:13]1[C:21]([S:22](Cl)(=[O:24])=[O:23])=[CH:20][C:16]([C:17]([OH:19])=[O:18])=[C:15]([O:26][CH2:27][CH3:28])[CH:14]=1.ClCC(O)=O.[OH-].[Na+].Cl. The catalyst is O. (6) The reactants are [C:1]([NH2:5])(=O)[CH2:2][CH3:3].P12(SP3(SP(SP(S3)(S1)=S)(=S)S2)=S)=[S:7].C([O:23][CH2:24][CH2:25][CH:26](Cl)[C:27](=O)[CH3:28])(=O)C. The catalyst is C1COCC1. The product is [CH2:2]([C:1]1[S:7][C:26]([CH2:25][CH2:24][OH:23])=[C:27]([CH3:28])[N:5]=1)[CH3:3]. The yield is 0.433. (7) The reactants are CS([N:5]1[C:13]2[C:8](=[CH:9][CH:10]=[C:11]([C:14]3[O:15][C:16]([CH2:19][S:20][CH2:21][CH2:22][O:23][C:24]4[CH:29]=[CH:28][CH:27]=[CH:26][CH:25]=4)=[N:17][N:18]=3)[CH:12]=2)[CH:7]=[C:6]1[CH2:30][N:31]([CH3:33])[CH3:32])(=O)=O.CN(C)CC1NC2C(C=1)=CC(C1OC(CSCCOC3C=CC=CC=3)=NN=1)=CC=2. No catalyst specified. The product is [CH3:32][N:31]([CH3:33])[CH2:30][C:6]1[NH:5][C:13]2[C:8]([CH:7]=1)=[CH:9][CH:10]=[C:11]([C:14]1[O:15][C:16]([CH2:19][S:20][CH2:21][CH2:22][O:23][C:24]3[CH:29]=[CH:28][CH:27]=[CH:26][CH:25]=3)=[N:17][N:18]=1)[CH:12]=2. The yield is 0.520. (8) The reactants are C([O-])(=O)C.[NH4+:5].[C:6]1([C:20]([O-])=[C:16]([N+:17]([O-:19])=[O:18])[CH:15]=[C:11]([N+:12]([O-:14])=[O:13])[CH:10]=1)[N+:7]([O-:9])=[O:8].[NH4+].O. The catalyst is S1(CCCC1)(=O)=O. The product is [CH:10]1[C:6]([N+:7]([O-:9])=[O:8])=[C:20]([NH2:5])[C:16]([N+:17]([O-:19])=[O:18])=[CH:15][C:11]=1[N+:12]([O-:14])=[O:13]. The yield is 0.320. (9) The reactants are [CH2:1]([NH2:8])[C:2]1[CH:7]=[CH:6][CH:5]=[CH:4][CH:3]=1.[Cl:9][C:10]1[CH:15]=[C:14](Cl)[N:13]=[CH:12][N:11]=1.C(N(CC)CC)C.CO. The catalyst is C(Cl)Cl. The product is [CH2:1]([NH:8][C:14]1[CH:15]=[C:10]([Cl:9])[N:11]=[CH:12][N:13]=1)[C:2]1[CH:7]=[CH:6][CH:5]=[CH:4][CH:3]=1. The yield is 0.790.